Dataset: Full USPTO retrosynthesis dataset with 1.9M reactions from patents (1976-2016). Task: Predict the reactants needed to synthesize the given product. (1) Given the product [C:1]([O:5][C:6]([N:8]1[CH2:12][C@H:11]([F:13])[CH2:10][C@H:9]1[C:14](=[O:27])[NH:15][C:16]1[CH:21]=[CH:20][C:19]([C:22]([OH:24])=[O:23])=[C:18]([Br:26])[CH:17]=1)=[O:7])([CH3:4])([CH3:2])[CH3:3], predict the reactants needed to synthesize it. The reactants are: [C:1]([O:5][C:6]([N:8]1[CH2:12][C@H:11]([F:13])[CH2:10][C@H:9]1[C:14](=[O:27])[NH:15][C:16]1[CH:21]=[CH:20][C:19]([C:22]([O:24]C)=[O:23])=[C:18]([Br:26])[CH:17]=1)=[O:7])([CH3:4])([CH3:3])[CH3:2].[OH-].[Na+]. (2) Given the product [NH:9]1[CH2:8][CH2:7][C:6]2([C:19]3[C:24](=[CH:23][CH:22]=[CH:21][CH:20]=3)[C:3]([C:1]#[N:2])=[CH:4][CH2:5]2)[CH2:11][CH2:10]1, predict the reactants needed to synthesize it. The reactants are: [C:1]([C:3]1[C:24]2[C:19](=[CH:20][CH:21]=[CH:22][CH:23]=2)[C:6]2([CH2:11][CH2:10][N:9](C(OC(C)(C)C)=O)[CH2:8][CH2:7]2)[CH2:5][CH:4]=1)#[N:2].C(O)(C(F)(F)F)=O. (3) Given the product [C:2]([C@@H:3]([NH:22][C:23]([C:25]1([NH:31][C:32](=[O:38])[O:33][C:34]([CH3:36])([CH3:35])[CH3:37])[CH2:30][CH2:29][O:28][CH2:27][CH2:26]1)=[O:24])[CH2:4][C:5]1[CH:10]=[CH:9][C:8]([C:11]2[CH:12]=[CH:13][C:14]3[O:18][C:17](=[O:19])[N:16]([CH3:20])[C:15]=3[CH:21]=2)=[CH:7][CH:6]=1)#[N:1], predict the reactants needed to synthesize it. The reactants are: [NH2:1][C:2](=O)[C@@H:3]([NH:22][C:23]([C:25]1([NH:31][C:32](=[O:38])[O:33][C:34]([CH3:37])([CH3:36])[CH3:35])[CH2:30][CH2:29][O:28][CH2:27][CH2:26]1)=[O:24])[CH2:4][C:5]1[CH:10]=[CH:9][C:8]([C:11]2[CH:12]=[CH:13][C:14]3[O:18][C:17](=[O:19])[N:16]([CH3:20])[C:15]=3[CH:21]=2)=[CH:7][CH:6]=1.CC[N+](S(N=C(OC)[O-])(=O)=O)(CC)CC. (4) The reactants are: [Cl:1][C:2]1[CH:3]=[C:4]2[C:9](=[CH:10][CH:11]=1)[CH:8]=[C:7]([S:12]([NH:15][C@H:16]1[CH2:20][CH2:19][N:18]([C@@H:21]([CH3:30])[C:22](=[O:29])[N:23]3[CH2:28][CH2:27][CH2:26][CH2:25][CH2:24]3)[C:17]1=[O:31])(=[O:14])=[O:13])[CH:6]=[CH:5]2.C[Si]([N-][Si](C)(C)C)(C)C.[Li+].Br[CH2:43][C:44]#[N:45]. Given the product [Cl:1][C:2]1[CH:3]=[C:4]2[C:9](=[CH:10][CH:11]=1)[CH:8]=[C:7]([S:12]([N:15]([CH2:43][C:44]#[N:45])[C@H:16]1[CH2:20][CH2:19][N:18]([C@@H:21]([CH3:30])[C:22](=[O:29])[N:23]3[CH2:28][CH2:27][CH2:26][CH2:25][CH2:24]3)[C:17]1=[O:31])(=[O:13])=[O:14])[CH:6]=[CH:5]2, predict the reactants needed to synthesize it. (5) Given the product [CH3:8][C:9]1[NH:21][C:7]2=[CH:2][N:3]=[CH:4][CH:5]=[C:6]2[C:10]=1[CH3:11], predict the reactants needed to synthesize it. The reactants are: I[C:2]1[CH:7]=[CH:6][CH:5]=[CH:4][N:3]=1.[CH3:8][C:9]#[C:10][CH3:11].[Cl-].[Li+].C(=O)([O-])[O-].[Na+].[Na+].C[N:21](C=O)C.